This data is from Full USPTO retrosynthesis dataset with 1.9M reactions from patents (1976-2016). The task is: Predict the reactants needed to synthesize the given product. Given the product [C:8]([C:4]1[CH:3]=[C:2]([NH:1][C:15](=[O:16])[O:14][C:10]([CH3:13])([CH3:12])[CH3:11])[CH:7]=[CH:6][CH:5]=1)#[CH:9], predict the reactants needed to synthesize it. The reactants are: [NH2:1][C:2]1[CH:3]=[C:4]([C:8]#[CH:9])[CH:5]=[CH:6][CH:7]=1.[C:10]([O:14][C:15](O[C:15]([O:14][C:10]([CH3:13])([CH3:12])[CH3:11])=[O:16])=[O:16])([CH3:13])([CH3:12])[CH3:11].